Dataset: Full USPTO retrosynthesis dataset with 1.9M reactions from patents (1976-2016). Task: Predict the reactants needed to synthesize the given product. (1) Given the product [O:1]1[CH:5]=[CH:4][CH:3]=[C:2]1[C:6]([NH:8][C:9]1[CH:17]=[CH:16][CH:15]=[C:14]2[C:10]=1[C:11](=[O:31])[N:12]([CH:19]1[CH2:24][CH:23]([OH:25])[C:22](=[O:29])[NH:21][C:20]1=[O:30])[C:13]2=[O:18])=[O:7], predict the reactants needed to synthesize it. The reactants are: [O:1]1[CH:5]=[CH:4][CH:3]=[C:2]1[C:6]([NH:8][C:9]1[CH:17]=[CH:16][CH:15]=[C:14]2[C:10]=1[C:11](=[O:31])[N:12]([CH:19]1[CH2:24][CH:23]([O:25]C(=O)C)[C:22](=[O:29])[NH:21][C:20]1=[O:30])[C:13]2=[O:18])=[O:7].C1(C)C=CC(S(O)(=O)=O)=CC=1. (2) Given the product [Cl:9][C:8]1[CH:7]=[C:6]([N:10]2[CH2:11][CH2:12][N:13]([C:16]([C:18]3[CH:23]=[C:22]([S:24]([CH3:27])(=[O:26])=[O:25])[CH:21]=[CH:20][C:19]=3[C:28]3[CH:33]=[CH:32][CH:31]=[CH:30][CH:29]=3)=[O:17])[CH2:14][CH2:15]2)[CH:5]=[C:4]([Cl:34])[C:3]=1[OH:2], predict the reactants needed to synthesize it. The reactants are: C[O:2][C:3]1[C:8]([Cl:9])=[CH:7][C:6]([N:10]2[CH2:15][CH2:14][N:13]([C:16]([C:18]3[CH:23]=[C:22]([S:24]([CH3:27])(=[O:26])=[O:25])[CH:21]=[CH:20][C:19]=3[C:28]3[CH:33]=[CH:32][CH:31]=[CH:30][CH:29]=3)=[O:17])[CH2:12][CH2:11]2)=[CH:5][C:4]=1[Cl:34]. (3) Given the product [CH3:14][C:2]([OH:1])([CH2:9][CH2:10][CH2:11][CH2:12][CH3:13])[CH2:3][CH2:4][OH:5], predict the reactants needed to synthesize it. The reactants are: [OH:1][C:2]([CH3:14])([CH2:9][CH2:10][CH2:11][CH2:12][CH3:13])[CH2:3][C:4](OCC)=[O:5].[H-].[Al+3].[Li+].[H-].[H-].[H-].C(OCC)(=O)C.Cl. (4) Given the product [CH2:1]([O:8][C:9]1[CH:38]=[CH:37][C:12]([O:13][C:14]2[CH:22]=[CH:21][C:17]([C:18]([NH:55][C:50]3[CH:51]=[CH:52][CH:53]=[CH:54][C:49]=3[F:48])=[O:19])=[CH:16][C:15]=2[NH:23][C:24]2[C:25]3[CH:33]=[CH:32][C:31]([CH:34]([CH3:36])[CH3:35])=[N:30][C:26]=3[N:27]=[CH:28][N:29]=2)=[CH:11][CH:10]=1)[C:2]1[CH:7]=[CH:6][CH:5]=[CH:4][CH:3]=1, predict the reactants needed to synthesize it. The reactants are: [CH2:1]([O:8][C:9]1[CH:38]=[CH:37][C:12]([O:13][C:14]2[CH:22]=[CH:21][C:17]([C:18](Cl)=[O:19])=[CH:16][C:15]=2[NH:23][C:24]2[C:25]3[CH:33]=[CH:32][C:31]([CH:34]([CH3:36])[CH3:35])=[N:30][C:26]=3[N:27]=[CH:28][N:29]=2)=[CH:11][CH:10]=1)[C:2]1[CH:7]=[CH:6][CH:5]=[CH:4][CH:3]=1.C(N(CC)C(C)C)(C)C.[F:48][C:49]1[CH:54]=[CH:53][CH:52]=[CH:51][C:50]=1[NH2:55].